Predict the product of the given reaction. From a dataset of Forward reaction prediction with 1.9M reactions from USPTO patents (1976-2016). (1) Given the reactants C[O-].[Na+].CO[C:6]([C:8]1[N:9]=[CH:10][C:11]2[C:16]([C:17]=1[SH:18])=[CH:15][CH:14]=[C:13]([O:19][C:20]1[CH:25]=[CH:24][CH:23]=[CH:22][CH:21]=1)[CH:12]=2)=[O:7].[NH2:26][C@H:27]([C:29]([OH:31])=[O:30])[CH3:28].Cl, predict the reaction product. The product is: [SH:18][C:17]1[C:16]2[C:11](=[CH:12][C:13]([O:19][C:20]3[CH:25]=[CH:24][CH:23]=[CH:22][CH:21]=3)=[CH:14][CH:15]=2)[CH:10]=[N:9][C:8]=1[C:6]([NH:26][C@@H:27]([CH3:28])[C:29]([OH:31])=[O:30])=[O:7]. (2) Given the reactants Cl[CH2:2][C:3]1[CH:8]=[CH:7][CH:6]=[C:5]([S:9][CH:10]2[CH2:13][CH2:12][CH2:11]2)[N:4]=1.C([O:16][C:17]([CH:19]1[CH2:21][CH:20]1[C:22]1[CH:27]=[C:26]([F:28])[C:25]([OH:29])=[C:24]([F:30])[CH:23]=1)=[O:18])C, predict the reaction product. The product is: [CH:10]1([S:9][C:5]2[N:4]=[C:3]([CH2:2][O:29][C:25]3[C:24]([F:30])=[CH:23][C:22]([CH:20]4[CH2:21][CH:19]4[C:17]([OH:18])=[O:16])=[CH:27][C:26]=3[F:28])[CH:8]=[CH:7][CH:6]=2)[CH2:13][CH2:12][CH2:11]1.